This data is from Catalyst prediction with 721,799 reactions and 888 catalyst types from USPTO. The task is: Predict which catalyst facilitates the given reaction. (1) Reactant: Cl[C:2]1[N:3]=[CH:4][C:5]2[N:11]([CH2:12][CH3:13])[C:10](=[O:14])[C:9]([F:16])([F:15])[CH2:8][N:7]([CH:17]3[CH2:21][CH2:20][CH2:19][CH2:18]3)[C:6]=2[N:22]=1.[NH2:23][C:24]1[CH:39]=[CH:38][C:27]([C:28]([NH:30][CH:31]2[CH2:36][CH2:35][N:34]([CH3:37])[CH2:33][CH2:32]2)=[O:29])=[CH:26][C:25]=1[O:40][CH3:41].O.C1(C)C=CC(S(O)(=O)=O)=CC=1. Product: [CH:17]1([N:7]2[CH2:8][C:9]([F:16])([F:15])[C:10](=[O:14])[N:11]([CH2:12][CH3:13])[C:5]3[CH:4]=[N:3][C:2]([NH:23][C:24]4[CH:39]=[CH:38][C:27]([C:28]([NH:30][CH:31]5[CH2:32][CH2:33][N:34]([CH3:37])[CH2:35][CH2:36]5)=[O:29])=[CH:26][C:25]=4[O:40][CH3:41])=[N:22][C:6]2=3)[CH2:21][CH2:20][CH2:19][CH2:18]1. The catalyst class is: 41. (2) Reactant: [C:1]([O:5][C:6]([N:8]1[CH2:12][C@H:11]([OH:13])[CH2:10][C@H:9]1[C:14](=[O:26])[NH:15][C@:16]1([C:21]([O:23][CH2:24][CH3:25])=[O:22])[CH2:18][C@H:17]1[CH:19]=[CH2:20])=[O:7])([CH3:4])([CH3:3])[CH3:2].C1N=CN([C:32]([N:34]2[CH:38]=N[CH:36]=[CH:35]2)=[O:33])C=1.Cl.[F:40][C:41]1C=[CH:48][CH:47]=[C:46]2[C:42]=1CNC2.Cl. The catalyst class is: 11. Product: [C:1]([O:5][C:6]([N:8]1[C@H:9]([C:14](=[O:26])[NH:15][C@:16]2([C:21]([O:23][CH2:24][CH3:25])=[O:22])[CH2:18][C@H:17]2[CH:19]=[CH2:20])[CH2:10][C@@H:11]([O:13][C:32]([N:34]2[CH2:35][C:36]3[C:48](=[CH:47][CH:46]=[CH:42][C:41]=3[F:40])[CH2:38]2)=[O:33])[CH2:12]1)=[O:7])([CH3:4])([CH3:2])[CH3:3]. (3) Reactant: [NH:1]([CH2:5][CH2:6]O)CCO.II.[C:10]1(=[O:16])O[C:13](=O)[CH:12]=[CH:11]1.[C:17]1([CH3:27])[CH:22]=[CH:21][C:20](S(O)(=O)=O)=[CH:19][CH:18]=1. Product: [N-:1]=[C:10]=[O:16].[N-:1]=[C:10]=[O:16].[C:17]1([CH2:27][C:6]2[CH:5]=[CH:13][CH:12]=[CH:11][CH:10]=2)[CH:22]=[CH:21][CH:20]=[CH:19][CH:18]=1. The catalyst class is: 11. (4) Reactant: [CH3:1][O:2][C:3]1[CH:4]=[C:5]2[C:9](=[CH:10][CH:11]=1)[N:8]([CH3:12])[CH:7]=[C:6]2[C:13]1[N:30](COCC[Si](C)(C)C)[C:16]2[N:17]=[CH:18][C:19]3[N:20]([C:21]([CH:24]4[CH2:29][CH2:28][CH2:27][O:26][CH2:25]4)=[N:22][CH:23]=3)[C:15]=2[CH:14]=1.C(O)(C(F)(F)F)=O.[NH4+].[OH-].O. Product: [CH3:1][O:2][C:3]1[CH:4]=[C:5]2[C:9](=[CH:10][CH:11]=1)[N:8]([CH3:12])[CH:7]=[C:6]2[C:13]1[NH:30][C:16]2[N:17]=[CH:18][C:19]3[N:20]([C:21]([CH:24]4[CH2:29][CH2:28][CH2:27][O:26][CH2:25]4)=[N:22][CH:23]=3)[C:15]=2[CH:14]=1. The catalyst class is: 2. (5) The catalyst class is: 55. Reactant: [N:1]1([C:6]2[CH:34]=[CH:33][C:9]([CH2:10][C:11]3[CH:19]=[C:18]4[C:14]([CH2:15][N:16](CC5C=CC(OC)=CC=5OC)[C:17]4=[O:20])=[CH:13][C:12]=3[CH3:32])=[CH:8][CH:7]=2)[CH:5]=[CH:4][CH:3]=[N:2]1.C1(OC)C=CC=CC=1. Product: [N:1]1([C:6]2[CH:34]=[CH:33][C:9]([CH2:10][C:11]3[CH:19]=[C:18]4[C:14]([CH2:15][NH:16][C:17]4=[O:20])=[CH:13][C:12]=3[CH3:32])=[CH:8][CH:7]=2)[CH:5]=[CH:4][CH:3]=[N:2]1.